Task: Predict the reactants needed to synthesize the given product.. Dataset: Full USPTO retrosynthesis dataset with 1.9M reactions from patents (1976-2016) (1) Given the product [N:4]1[C:5]2[CH2:6][CH2:7][CH2:8][CH2:9][C:10]=2[C:11]([OH:13])=[N:12][C:3]=1[OH:16], predict the reactants needed to synthesize it. The reactants are: CS[C:3]1[N:12]=[C:11]([OH:13])[C:10]2[CH2:9][CH2:8][CH2:7][CH2:6][C:5]=2[N:4]=1.C(O)(=[O:16])C. (2) Given the product [CH2:15]([O:17][C:18]1[CH:23]=[CH:22][C:21]([N:24]2[C:1]([CH3:2])=[C:4]3[C:5]([C:9]([CH3:10])=[N:26][N:27]=[C:12]3[CH3:13])=[C:6]2[CH3:7])=[C:20]([F:25])[CH:19]=1)[CH3:16], predict the reactants needed to synthesize it. The reactants are: [C:1]([CH:4]([C:12](=O)[CH3:13])[CH:5]([C:9](=O)[CH3:10])[C:6](=O)[CH3:7])(=O)[CH3:2].[CH2:15]([O:17][C:18]1[CH:23]=[CH:22][C:21]([NH2:24])=[C:20]([F:25])[CH:19]=1)[CH3:16].[NH2:26][NH2:27]. (3) Given the product [CH3:1][N:2]1[CH2:7][CH2:6][C:5](=[CH:17][C:18]2[CH:23]=[CH:22][C:21]([C:24]#[N:25])=[CH:20][CH:19]=2)[CH2:4][CH2:3]1, predict the reactants needed to synthesize it. The reactants are: [CH3:1][N:2]1[CH2:7][CH2:6][C:5](=O)[CH2:4][CH2:3]1.C(OP([CH2:17][C:18]1[CH:23]=[CH:22][C:21]([C:24]#[N:25])=[CH:20][CH:19]=1)(=O)OCC)C.[H-].[Na+]. (4) Given the product [CH3:9][O:10][CH2:11][CH2:12][C:13]([O:15][C:28]1[C:29]([O:45][C:8](=[O:20])[CH2:6][CH2:5][O:4][CH3:2])=[C:30]([C:40]([O:42][CH2:43][CH3:44])=[O:41])[N:31]([C:32]2[CH:37]=[CH:36][C:35]([O:38][CH3:39])=[CH:34][CH:33]=2)[C:27]=1[C:25](=[O:26])[N:24]([CH3:23])[CH3:47])=[O:14], predict the reactants needed to synthesize it. The reactants are: Cl[C:2]([O:4][CH2:5][CH:6]([CH3:8])C)=O.[CH3:9][O:10][CH2:11][CH2:12][C:13]([OH:15])=[O:14].CN1CC[O:20]CC1.[CH3:23][N:24]([CH3:47])[C:25]([C:27]1[N:31]([C:32]2[CH:37]=[CH:36][C:35]([O:38][CH3:39])=[CH:34][CH:33]=2)[C:30]([C:40]([O:42][CH2:43][CH3:44])=[O:41])=[C:29]([OH:45])[C:28]=1O)=[O:26].